Task: Predict which catalyst facilitates the given reaction.. Dataset: Catalyst prediction with 721,799 reactions and 888 catalyst types from USPTO (1) Product: [NH2:21][C:19]1[N:18]=[CH:17][N:16]=[C:15]2[N:14]([CH2:22][C@H:23]3[CH2:27][CH2:26][CH2:25][N:24]3[C:34](=[O:35])[CH2:33][C:31]#[N:32])[N:13]=[C:12]([C:9]3[CH:10]=[CH:11][C:6]([O:5][C:4]4[CH:28]=[CH:29][CH:30]=[C:2]([F:1])[CH:3]=4)=[CH:7][CH:8]=3)[C:20]=12. The catalyst class is: 9. Reactant: [F:1][C:2]1[CH:3]=[C:4]([CH:28]=[CH:29][CH:30]=1)[O:5][C:6]1[CH:11]=[CH:10][C:9]([C:12]2[C:20]3[C:15](=[N:16][CH:17]=[N:18][C:19]=3[NH2:21])[N:14]([CH2:22][C@H:23]3[CH2:27][CH2:26][CH2:25][NH:24]3)[N:13]=2)=[CH:8][CH:7]=1.[C:31]([CH2:33][C:34](O)=[O:35])#[N:32].CN(C(ON1N=NC2C=CC=NC1=2)=[N+](C)C)C.F[P-](F)(F)(F)(F)F.C(N(CC)CC)C. (2) Reactant: [CH3:1][C:2]1[C:3](=[O:17])[N:4]([C:9]([C:11]2[CH:16]=[CH:15][CH:14]=[CH:13][CH:12]=2)=[O:10])[C:5](=[O:8])[NH:6][N:7]=1.C(=O)([O-])[O-].[K+].[K+].Br[CH2:25][CH2:26][CH:27]([O:30][CH3:31])[O:28][CH3:29]. Product: [CH3:29][O:28][CH:27]([O:30][CH3:31])[CH2:26][CH2:25][N:6]1[C:5](=[O:8])[N:4]([C:9]([C:11]2[CH:12]=[CH:13][CH:14]=[CH:15][CH:16]=2)=[O:10])[C:3](=[O:17])[C:2]([CH3:1])=[N:7]1. The catalyst class is: 9.